From a dataset of Reaction yield outcomes from USPTO patents with 853,638 reactions. Predict the reaction yield, written as a fraction of the theoretical maximum amount of product (1.0 means a 100% yield; for example, 0.34 means a 34% yield). (1) The reactants are CC(C)([O-])C.[Na+].Br[C:8]1[CH:13]=[CH:12][C:11]([O:14][CH3:15])=[CH:10][CH:9]=1.[C:16]1([CH2:22][O:23][C:24]2[CH:25]=[C:26]3[C:31](=[CH:32][CH:33]=2)[C:30](=[O:34])[CH2:29][CH2:28][CH2:27]3)[CH:21]=[CH:20][CH:19]=[CH:18][CH:17]=1. The catalyst is C([O-])(=O)C.[Pd+2].C([O-])(=O)C.C1(P(C2C=CC=CC=2)C2C=CC3C(=CC=CC=3)C=2C2C3C(=CC=CC=3)C=CC=2P(C2C=CC=CC=2)C2C=CC=CC=2)C=CC=CC=1.O1CCOCC1. The product is [OH:34][C:30]1[C:31]2[C:26](=[CH:25][C:24]([O:23][CH2:22][C:16]3[CH:17]=[CH:18][CH:19]=[CH:20][CH:21]=3)=[CH:33][CH:32]=2)[CH:27]=[CH:28][C:29]=1[C:8]1[CH:13]=[CH:12][C:11]([O:14][CH3:15])=[CH:10][CH:9]=1. The yield is 0.400. (2) The reactants are [NH2:1][C:2]1[CH:3]=[CH:4][C:5]([NH:24][C:25]([O:27][C:28]([CH3:31])([CH3:30])[CH3:29])=[O:26])=[C:6]([C:8]#[C:9][C:10]2[CH:11]=[C:12]([NH:16][C:17](=[O:23])[O:18][C:19]([CH3:22])([CH3:21])[CH3:20])[CH:13]=[N:14][CH:15]=2)[CH:7]=1. The catalyst is CO.[Pd]. The product is [NH2:1][C:2]1[CH:3]=[CH:4][C:5]([NH:24][C:25]([O:27][C:28]([CH3:31])([CH3:30])[CH3:29])=[O:26])=[C:6]([CH2:8][CH2:9][C:10]2[CH:11]=[C:12]([NH:16][C:17](=[O:23])[O:18][C:19]([CH3:22])([CH3:21])[CH3:20])[CH:13]=[N:14][CH:15]=2)[CH:7]=1. The yield is 0.920. (3) The reactants are [CH2:1]([C:3]1[CH:4]=[C:5]([OH:9])[CH:6]=[CH:7][CH:8]=1)[CH3:2].[CH2:10]([N:17]1[CH2:22][CH2:21][C:20](=O)[CH2:19][CH2:18]1)[C:11]1[CH:16]=[CH:15][CH:14]=[CH:13][CH:12]=1.Cl. The catalyst is C(O)(=O)C. The product is [CH2:10]([N:17]1[CH2:18][CH:19]=[C:20]([C:6]2[CH:7]=[CH:8][C:3]([CH2:1][CH3:2])=[CH:4][C:5]=2[OH:9])[CH2:21][CH2:22]1)[C:11]1[CH:16]=[CH:15][CH:14]=[CH:13][CH:12]=1. The yield is 0.540. (4) The reactants are Br[C:2]1[CH:3]=[C:4]([NH:10][C:11]2[CH:16]=[CH:15][C:14]([N:17]3[CH2:22][C@@H:21]([CH3:23])[N:20]([CH:24]4[CH2:27][O:26][CH2:25]4)[CH2:19][C@@H:18]3[CH3:28])=[CH:13][N:12]=2)[C:5](=[O:9])[N:6]([CH3:8])[CH:7]=1.[B:29]1([B:29]2[O:33][C:32]([CH3:35])([CH3:34])[C:31]([CH3:37])([CH3:36])[O:30]2)[O:33][C:32]([CH3:35])([CH3:34])[C:31]([CH3:37])([CH3:36])[O:30]1.CC(C1C=C(C(C)C)C(C2C=CC=CC=2P(C2CCCCC2)C2CCCCC2)=C(C(C)C)C=1)C.C([O-])(=O)C.[K+]. The catalyst is C1C=CC(/C=C/C(/C=C/C2C=CC=CC=2)=O)=CC=1.C1C=CC(/C=C/C(/C=C/C2C=CC=CC=2)=O)=CC=1.C1C=CC(/C=C/C(/C=C/C2C=CC=CC=2)=O)=CC=1.[Pd].[Pd].O1CCOCC1. The product is [CH3:28][C@H:18]1[CH2:19][N:20]([CH:24]2[CH2:27][O:26][CH2:25]2)[C@H:21]([CH3:23])[CH2:22][N:17]1[C:14]1[CH:15]=[CH:16][C:11]([NH:10][C:4]2[C:5](=[O:9])[N:6]([CH3:8])[CH:7]=[C:2]([B:29]3[O:33][C:32]([CH3:35])([CH3:34])[C:31]([CH3:37])([CH3:36])[O:30]3)[CH:3]=2)=[N:12][CH:13]=1. The yield is 0.900. (5) The reactants are [CH2:1]([O:3][C:4]1[CH:5]=[C:6]2[C:11](=[C:12]3[CH2:16][C:15]([CH3:18])([CH3:17])[O:14][C:13]=13)[C:10]([C:19]1[CH:20]=[C:21]([NH2:25])[CH:22]=[CH:23][CH:24]=1)=[N:9][C:8]([CH3:27])([CH3:26])[CH2:7]2)[CH3:2].[CH3:28][S:29](Cl)(=[O:31])=[O:30].C(=O)([O-])O.[Na+]. The catalyst is N1C=CC=CC=1. The product is [CH2:1]([O:3][C:4]1[CH:5]=[C:6]2[C:11](=[C:12]3[CH2:16][C:15]([CH3:18])([CH3:17])[O:14][C:13]=13)[C:10]([C:19]1[CH:20]=[C:21]([NH:25][S:29]([CH3:28])(=[O:31])=[O:30])[CH:22]=[CH:23][CH:24]=1)=[N:9][C:8]([CH3:26])([CH3:27])[CH2:7]2)[CH3:2]. The yield is 0.590. (6) The reactants are [CH3:1][O:2][C:3]1[CH:8]=[CH:7][C:6](B(O)O)=[CH:5][N:4]=1.Br[C:13]1[CH:14]=[C:15]([CH:17]=[CH:18][CH:19]=1)[NH2:16].C([O-])([O-])=O.[Na+].[Na+]. The catalyst is COCCOC.C1C=CC([P]([Pd]([P](C2C=CC=CC=2)(C2C=CC=CC=2)C2C=CC=CC=2)([P](C2C=CC=CC=2)(C2C=CC=CC=2)C2C=CC=CC=2)[P](C2C=CC=CC=2)(C2C=CC=CC=2)C2C=CC=CC=2)(C2C=CC=CC=2)C2C=CC=CC=2)=CC=1. The product is [CH3:1][O:2][C:3]1[N:4]=[CH:5][C:6]([C:13]2[CH:14]=[C:15]([NH2:16])[CH:17]=[CH:18][CH:19]=2)=[CH:7][CH:8]=1. The yield is 0.760. (7) The product is [Cl:25][CH2:17][C:14]1[CH:15]=[CH:16][C:9]([O:8][C:5]2[CH:6]=[CH:7][C:2]([F:1])=[C:3]([C:19]([F:22])([F:21])[F:20])[CH:4]=2)=[C:10]([CH:13]=1)[C:11]#[N:12]. The yield is 0.900. The reactants are [F:1][C:2]1[CH:7]=[CH:6][C:5]([O:8][C:9]2[CH:16]=[CH:15][C:14]([CH2:17]O)=[CH:13][C:10]=2[C:11]#[N:12])=[CH:4][C:3]=1[C:19]([F:22])([F:21])[F:20].S(Cl)([Cl:25])=O. The catalyst is C(Cl)Cl. (8) The reactants are [CH2:1]([N:8]([CH2:14][C:15]1[CH:20]=[CH:19][CH:18]=[CH:17][CH:16]=1)[CH2:9][C:10]([CH3:13])([OH:12])[CH3:11])[C:2]1[CH:7]=[CH:6][CH:5]=[CH:4][CH:3]=1.[N+](=[CH:23][C:24]([O:26][CH2:27][CH3:28])=[O:25])=[N-]. The catalyst is ClC(Cl)C.CC([O-])=O.CC([O-])=O.CC([O-])=O.CC([O-])=O.[Rh+2].[Rh+2]. The product is [CH2:27]([O:26][C:24](=[O:25])[CH2:23][O:12][C:10]([CH3:13])([CH3:11])[CH2:9][N:8]([CH2:1][C:2]1[CH:3]=[CH:4][CH:5]=[CH:6][CH:7]=1)[CH2:14][C:15]1[CH:16]=[CH:17][CH:18]=[CH:19][CH:20]=1)[CH3:28]. The yield is 0.130.